From a dataset of Full USPTO retrosynthesis dataset with 1.9M reactions from patents (1976-2016). Predict the reactants needed to synthesize the given product. (1) The reactants are: [F:1][C:2]1[CH:7]=[CH:6][C:5]([O:8][CH3:9])=[CH:4][C:3]=1[CH3:10].C1C(=O)N([Br:18])C(=O)C1. Given the product [Br:18][CH2:10][C:3]1[CH:4]=[C:5]([O:8][CH3:9])[CH:6]=[CH:7][C:2]=1[F:1], predict the reactants needed to synthesize it. (2) Given the product [CH3:27][O:26][C:24]([C:23]1[CH:28]=[CH:29][C:20]([CH2:19][O:1][C:2]2[CH:3]=[CH:4][CH:5]=[C:6]3[C:11]=2[CH:10]=[C:9]([S:12]([OH:15])(=[O:13])=[O:14])[CH:8]=[CH:7]3)=[CH:21][CH:22]=1)=[O:25], predict the reactants needed to synthesize it. The reactants are: [OH:1][C:2]1[CH:3]=[CH:4][CH:5]=[C:6]2[C:11]=1[CH:10]=[C:9]([S:12]([OH:15])(=[O:14])=[O:13])[CH:8]=[CH:7]2.[OH-].[K+].Br[CH2:19][C:20]1[CH:29]=[CH:28][C:23]([C:24]([O:26][CH3:27])=[O:25])=[CH:22][CH:21]=1.[Na+].[I-]. (3) The reactants are: [NH2:1][C@H:2]([C:4]1[N:8]([CH:9]2[CH2:11][CH2:10]2)[C:7]2[C:12]([C:16]([NH:18][CH3:19])=[O:17])=[CH:13][CH:14]=[CH:15][C:6]=2[N:5]=1)[CH3:3].[NH2:20][C:21]1[C:26]([C:27]#[N:28])=[C:25](Cl)[N:24]=[CH:23][N:22]=1.CCN(C(C)C)C(C)C. Given the product [NH2:20][C:21]1[N:22]=[CH:23][N:24]=[C:25]([NH:1][C@H:2]([C:4]2[N:8]([CH:9]3[CH2:10][CH2:11]3)[C:7]3[C:12]([C:16]([NH:18][CH3:19])=[O:17])=[CH:13][CH:14]=[CH:15][C:6]=3[N:5]=2)[CH3:3])[C:26]=1[C:27]#[N:28], predict the reactants needed to synthesize it. (4) Given the product [F:8][C:9]1[CH:17]=[C:16]([C:18]2[CH:19]=[CH:20][C:21]3[O:25][C:24]([CH:26]4[CH2:31][CH2:30][N:29]([C:33](=[O:37])[CH:34]([CH3:36])[CH3:35])[CH2:28][CH2:27]4)=[N:23][C:22]=3[CH:32]=2)[CH:15]=[CH:14][C:10]=1[C:11]([NH2:13])=[O:12], predict the reactants needed to synthesize it. The reactants are: FC(F)(F)C(O)=O.[F:8][C:9]1[CH:17]=[C:16]([C:18]2[CH:19]=[CH:20][C:21]3[O:25][C:24]([CH:26]4[CH2:31][CH2:30][NH:29][CH2:28][CH2:27]4)=[N:23][C:22]=3[CH:32]=2)[CH:15]=[CH:14][C:10]=1[C:11]([NH2:13])=[O:12].[C:33](O)(=[O:37])[CH:34]([CH3:36])[CH3:35].CCN=C=NCCCN(C)C.Cl.C1C=CC2N(O)N=NC=2C=1. (5) Given the product [Cl:1][C:2]1[C:3](=[O:10])[N:4]([CH2:18][CH2:19][C:20]2[CH:29]=[CH:28][C:23]([C:24]([O:26][CH3:27])=[O:25])=[CH:22][CH:21]=2)[C:5]([CH3:9])=[C:6]([Cl:8])[CH:7]=1, predict the reactants needed to synthesize it. The reactants are: [Cl:1][C:2]1[C:3](=[O:10])[NH:4][C:5]([CH3:9])=[C:6]([Cl:8])[CH:7]=1.C(=O)([O-])[O-].[K+].[K+].I[CH2:18][CH2:19][C:20]1[CH:29]=[CH:28][C:23]([C:24]([O:26][CH3:27])=[O:25])=[CH:22][CH:21]=1.Cl. (6) Given the product [CH:1]1([C:4]2[C:5]([C:19]3[CH:20]=[CH:21][C:22]4[O:27][CH2:26][CH2:25][CH2:24][C:23]=4[CH:28]=3)=[C:6]([CH:11]([O:16][CH:17]3[CH2:29][CH2:18]3)[C:12]([O:14][CH3:15])=[O:13])[C:7]([CH3:10])=[CH:8][CH:9]=2)[CH2:2][CH2:3]1, predict the reactants needed to synthesize it. The reactants are: [CH:1]1([C:4]2[C:5]([C:19]3[CH:20]=[CH:21][C:22]4[O:27][CH2:26][CH2:25][CH2:24][C:23]=4[CH:28]=3)=[C:6]([CH:11]([O:16][CH:17]=[CH2:18])[C:12]([O:14][CH3:15])=[O:13])[C:7]([CH3:10])=[CH:8][CH:9]=2)[CH2:3][CH2:2]1.[CH2:29]([Zn]CC)C.ICI. (7) Given the product [NH2:18][CH2:2][C:3]1[CH:17]=[CH:16][C:6]2[N:7]=[C:8]([C:10]3[CH:15]=[CH:14][CH:13]=[CH:12][CH:11]=3)[S:9][C:5]=2[CH:4]=1, predict the reactants needed to synthesize it. The reactants are: Br[CH2:2][C:3]1[CH:17]=[CH:16][C:6]2[N:7]=[C:8]([C:10]3[CH:15]=[CH:14][CH:13]=[CH:12][CH:11]=3)[S:9][C:5]=2[CH:4]=1.[NH3:18].